Dataset: Reaction yield outcomes from USPTO patents with 853,638 reactions. Task: Predict the reaction yield, written as a fraction of the theoretical maximum amount of product (1.0 means a 100% yield; for example, 0.34 means a 34% yield). (1) The reactants are [H-].[Al+3].[Li+].[H-].[H-].[H-].[C:7]([C:9]1[CH:17]=[CH:16][C:12]([C:13]([OH:15])=O)=[CH:11][CH:10]=1)#[N:8].[OH-].[Na+].[C:20](O[C:20]([O:22][C:23]([CH3:26])([CH3:25])[CH3:24])=[O:21])([O:22][C:23]([CH3:26])([CH3:25])[CH3:24])=[O:21]. The catalyst is O1CCCC1.C(OCC)C.O. The product is [C:23]([O:22][C:20](=[O:21])[NH:8][CH2:7][C:9]1[CH:10]=[CH:11][C:12]([CH2:13][OH:15])=[CH:16][CH:17]=1)([CH3:26])([CH3:25])[CH3:24]. The yield is 0.820. (2) The reactants are [CH3:1][CH:2]1[CH2:7][C:6](=[O:8])[CH2:5][C:4](=[O:9])[CH2:3]1.C([O-])([O-])=O.[Na+].[Na+].[O:16](S(C(F)(F)F)(=O)=O)[S:17]([C:20]([F:23])([F:22])[F:21])(=O)=[O:18]. The catalyst is C(Cl)Cl. The product is [F:21][C:20]([F:23])([F:22])[S:17]([O:8][C:6]1[CH2:7][CH:2]([CH3:1])[CH2:3][C:4](=[O:9])[CH:5]=1)(=[O:18])=[O:16]. The yield is 0.780.